Task: Regression/Classification. Given a drug SMILES string, predict its toxicity properties. Task type varies by dataset: regression for continuous values (e.g., LD50, hERG inhibition percentage) or binary classification for toxic/non-toxic outcomes (e.g., AMES mutagenicity, cardiotoxicity, hepatotoxicity). Dataset: ld50_zhu.. Dataset: Acute oral toxicity (LD50) regression data from Zhu et al. (1) The compound is CC(C)=NNC(=O)CSc1cc(Oc2ccccc2)ncn1. The rat oral LD50 is 2.47, given as -log10 of the dose in mol/kg body weight (higher means more acutely toxic). (2) The molecule is CCOP(=S)(OCC)SCc1nnc(SC)s1. The rat oral LD50 is 3.12, given as -log10 of the dose in mol/kg body weight (higher means more acutely toxic). (3) The compound is Cc1ccc(C(=O)c2ccc(CC(=O)NNCC(=O)N3CCN(C)CC3)n2C)cc1. The rat oral LD50 is 2.62, given as -log10 of the dose in mol/kg body weight (higher means more acutely toxic). (4) The molecule is CC(C)=CC1C(=O)OC(=O)C1(C=C(C)C)C=C(C)C. The rat oral LD50 is 2.45, given as -log10 of the dose in mol/kg body weight (higher means more acutely toxic). (5) The molecule is CCOC(C1=NCC(C)(C)CN1)c1ccc(OC)c(F)c1. The rat oral LD50 is 2.96, given as -log10 of the dose in mol/kg body weight (higher means more acutely toxic).